From a dataset of Catalyst prediction with 721,799 reactions and 888 catalyst types from USPTO. Predict which catalyst facilitates the given reaction. (1) The catalyst class is: 2. Reactant: [NH2:1][C@H:2]([CH2:13][OH:14])[C:3]([NH:5][CH2:6][C:7]1[CH:12]=[CH:11][CH:10]=[CH:9][CH:8]=1)=[O:4].[C:15](OC(=O)C)(=[O:17])[CH3:16].C1(C)C=CC=CC=1. Product: [C:15]([NH:1][C@H:2]([CH2:13][OH:14])[C:3]([NH:5][CH2:6][C:7]1[CH:12]=[CH:11][CH:10]=[CH:9][CH:8]=1)=[O:4])(=[O:17])[CH3:16]. (2) The catalyst class is: 99. Product: [CH3:1][N:2]1[CH2:11][CH2:10][C:9]2[C:4](=[CH:5][C:6]([NH2:12])=[CH:7][CH:8]=2)[CH2:3]1. Reactant: [CH3:1][N:2]1[CH2:11][CH2:10][C:9]2[C:4](=[CH:5][C:6]([N+:12]([O-])=O)=[CH:7][CH:8]=2)[CH2:3]1. (3) Reactant: [NH:1]1[C:9]2[C:4](=[CH:5][C:6]([CH:10]=O)=[CH:7][CH:8]=2)[CH:3]=[CH:2]1.[CH3:12][O:13][C:14]1[CH:19]=[C:18]([NH2:20])[CH:17]=[CH:16][N:15]=1. Product: [NH:1]1[C:9]2[C:4](=[CH:5][C:6]([CH:10]=[N:20][C:18]3[CH:17]=[CH:16][N:15]=[C:14]([O:13][CH3:12])[CH:19]=3)=[CH:7][CH:8]=2)[CH:3]=[CH:2]1. The catalyst class is: 8. (4) The catalyst class is: 12. Product: [C:1]([O:5][C:6](=[O:16])[NH:7][C:8]1[C:13]([NH:18][NH2:19])=[N:12][C:11]([Br:15])=[CH:10][N:9]=1)([CH3:4])([CH3:3])[CH3:2]. Reactant: [C:1]([O:5][C:6](=[O:16])[NH:7][C:8]1[C:13](Br)=[N:12][C:11]([Br:15])=[CH:10][N:9]=1)([CH3:4])([CH3:3])[CH3:2].O.[NH2:18][NH2:19]. (5) The catalyst class is: 241. Reactant: [CH3:1][C:2]1[CH:3]=[C:4]([C:19]2[CH:24]=[CH:23][CH:22]=[C:21]([C:25]([OH:27])=O)[CH:20]=2)[CH:5]=[C:6]([NH:8][C:9]2[N:14]=[C:13]([C:15]([F:18])([F:17])[F:16])[CH:12]=[CH:11][N:10]=2)[CH:7]=1.[CH3:28][S:29]([NH2:32])(=[O:31])=[O:30].C(Cl)CCl.C(N(CC)CC)C. Product: [CH3:1][C:2]1[CH:3]=[C:4]([C:19]2[CH:24]=[CH:23][CH:22]=[C:21]([C:25]([NH:32][S:29]([CH3:28])(=[O:31])=[O:30])=[O:27])[CH:20]=2)[CH:5]=[C:6]([NH:8][C:9]2[N:14]=[C:13]([C:15]([F:16])([F:17])[F:18])[CH:12]=[CH:11][N:10]=2)[CH:7]=1. (6) Reactant: [Br:1][C:2]1[CH:3]=[CH:4][C:5](=[C:8]2[C:13](=[O:14])OC(C)(C)OC2=O)[NH:6][CH:7]=1.[CH2:18]([NH2:25])[C:19]1[CH:24]=[CH:23][CH:22]=[CH:21][CH:20]=1. Product: [CH2:18]([NH:25][C:13](=[O:14])[CH2:8][C:5]1[CH:4]=[CH:3][C:2]([Br:1])=[CH:7][N:6]=1)[C:19]1[CH:24]=[CH:23][CH:22]=[CH:21][CH:20]=1. The catalyst class is: 11. (7) Reactant: [Cl:1][C:2]1[N:7]=[C:6]([N:8]([CH2:16][CH2:17][CH:18]([CH3:20])[CH3:19])[C:9]([CH3:15])([C:11](OC)=[O:12])[CH3:10])[C:5]([N+:21]([O-])=O)=[CH:4][N:3]=1.Cl. Product: [Cl:1][C:2]1[N:3]=[CH:4][C:5]2[NH:21][C:11](=[O:12])[C:9]([CH3:15])([CH3:10])[N:8]([CH2:16][CH2:17][CH:18]([CH3:20])[CH3:19])[C:6]=2[N:7]=1. The catalyst class is: 186.